Dataset: Catalyst prediction with 721,799 reactions and 888 catalyst types from USPTO. Task: Predict which catalyst facilitates the given reaction. (1) Reactant: [OH:1][CH2:2][CH2:3][CH:4]1[C:12]2[C:7](=[CH:8][CH:9]=[CH:10][CH:11]=2)[C:6](=[O:13])[O:5]1.[CH3:14][C:15]([Si:18](Cl)([CH3:20])[CH3:19])([CH3:17])[CH3:16].N1C=CN=C1. Product: [Si:18]([O:1][CH2:2][CH2:3][CH:4]1[C:12]2[C:7](=[CH:8][CH:9]=[CH:10][CH:11]=2)[C:6](=[O:13])[O:5]1)([C:15]([CH3:17])([CH3:16])[CH3:14])([CH3:20])[CH3:19]. The catalyst class is: 1. (2) Reactant: [F:1][C:2]1[CH:7]=[CH:6][C:5]([N:8]2[CH2:13][CH2:12][N:11]([C:14]3[N:19]=[C:18]([CH3:20])[NH:17][C:16](=[O:21])[C:15]=3[N+:22]([O-:24])=[O:23])[CH2:10][CH2:9]2)=[CH:4][CH:3]=1.C(N(C(C)C)C(C)C)C.Br[CH2:35][CH2:36][OH:37].C(=O)([O-])[O-].[K+].[K+]. Product: [F:1][C:2]1[CH:7]=[CH:6][C:5]([N:8]2[CH2:9][CH2:10][N:11]([C:14]3[N:19]=[C:18]([CH3:20])[N:17]=[C:16]([O:21][CH2:35][CH2:36][OH:37])[C:15]=3[N+:22]([O-:24])=[O:23])[CH2:12][CH2:13]2)=[CH:4][CH:3]=1. The catalyst class is: 9. (3) Reactant: [C:1]1([CH2:7][CH2:8][CH2:9][CH2:10][O:11][CH2:12][CH2:13][CH:14]=[O:15])[CH:6]=[CH:5][CH:4]=[CH:3][CH:2]=1.[CH2:16]([Mg]Br)[CH2:17][CH:18]=[CH2:19].C(O)(=O)C. Product: [C:1]1([CH2:7][CH2:8][CH2:9][CH2:10][O:11][CH2:12][CH2:13][CH:14]([OH:15])[CH2:19][CH2:18][CH:17]=[CH2:16])[CH:6]=[CH:5][CH:4]=[CH:3][CH:2]=1. The catalyst class is: 1. (4) Reactant: [CH2:1]([O:3][C:4]([C:6]1[CH:7]=[C:8]2[C:13](=[CH:14][CH:15]=1)[NH:12][CH:11]([C:16]1[CH:21]=[CH:20][CH:19]=[C:18](Br)[CH:17]=1)[C:10]([CH3:24])([CH3:23])[CH2:9]2)=[O:5])[CH3:2].[NH2:25][C:26]([CH3:31])([CH3:30])[C:27]([OH:29])=[O:28].Cl.CN(C)CC(O)=O.C(=O)([O-])[O-].[K+].[K+]. Product: [CH2:1]([O:3][C:4]([C:6]1[CH:7]=[C:8]2[C:13](=[CH:14][CH:15]=1)[NH:12][CH:11]([C:16]1[CH:21]=[CH:20][CH:19]=[C:18]([NH:25][C:26]([C:27]([OH:29])=[O:28])([CH3:31])[CH3:30])[CH:17]=1)[C:10]([CH3:24])([CH3:23])[CH2:9]2)=[O:5])[CH3:2]. The catalyst class is: 156. (5) Reactant: [OH:1][C:2]1[N:10]=[CH:9][CH:8]=[CH:7][C:3]=1[C:4]([OH:6])=O.[CH3:11][O:12]CN.C1(N=C=[N:23][CH:24]2CCCCC2)CCCCC1.C(N(CC)CC)C. Product: [CH3:11][O:12][N:23]([CH3:24])[C:4](=[O:6])[C:3]1[CH:7]=[CH:8][CH:9]=[N:10][C:2]=1[OH:1]. The catalyst class is: 34. (6) Reactant: [CH2:1]([O:3][C:4](=[O:25])[CH:5]=[CH:6][C:7]1[O:8][C:9]([CH3:24])=[C:10]([CH2:12][O:13][Si:14]([CH:21]([CH3:23])[CH3:22])([CH:18]([CH3:20])[CH3:19])[CH:15]([CH3:17])[CH3:16])[CH:11]=1)[CH3:2]. Product: [CH2:1]([O:3][C:4](=[O:25])[CH2:5][CH2:6][C:7]1[O:8][C:9]([CH3:24])=[C:10]([CH2:12][O:13][Si:14]([CH:18]([CH3:20])[CH3:19])([CH:21]([CH3:23])[CH3:22])[CH:15]([CH3:17])[CH3:16])[CH:11]=1)[CH3:2]. The catalyst class is: 78. (7) Reactant: [F:1][C:2]1[CH:3]=[C:4]([NH:21][C:22]([C:24]2[C:25](=[O:40])[N:26]([C:34]3[CH:39]=[CH:38][CH:37]=[CH:36][CH:35]=3)[N:27]([CH2:30][CH:31]([OH:33])[CH3:32])[C:28]=2[CH3:29])=[O:23])[CH:5]=[CH:6][C:7]=1[O:8][C:9]1[C:18]2[C:13](=[CH:14][C:15]([O:19][CH3:20])=[CH:16][CH:17]=2)[N:12]=[CH:11][CH:10]=1.[C:41]([NH:51][C@H:52]([C:54](O)=[O:55])[CH3:53])([O:43][CH2:44][C:45]1[CH:50]=[CH:49][CH:48]=[CH:47][CH:46]=1)=[O:42].C(Cl)CCl. Product: [F:1][C:2]1[CH:3]=[C:4]([NH:21][C:22]([C:24]2[C:25](=[O:40])[N:26]([C:34]3[CH:35]=[CH:36][CH:37]=[CH:38][CH:39]=3)[N:27]([CH2:30][C@H:31]([O:33][C:54](=[O:55])[C@@H:52]([NH:51][C:41]([O:43][CH2:44][C:45]3[CH:50]=[CH:49][CH:48]=[CH:47][CH:46]=3)=[O:42])[CH3:53])[CH3:32])[C:28]=2[CH3:29])=[O:23])[CH:5]=[CH:6][C:7]=1[O:8][C:9]1[C:18]2[C:13](=[CH:14][C:15]([O:19][CH3:20])=[CH:16][CH:17]=2)[N:12]=[CH:11][CH:10]=1. The catalyst class is: 79. (8) Reactant: [F:1][C:2]([F:23])([F:22])[C:3]1[CH:4]=[C:5]([C:9]2[N:10]=[CH:11][N:12]([CH2:14][O:15][CH2:16][CH2:17][Si:18]([CH3:21])([CH3:20])[CH3:19])[CH:13]=2)[CH:6]=[CH:7][CH:8]=1.C([Li])CCC.O1CCCC1.[C:34]([O:38][C:39]([N:41]1[CH2:46][CH2:45][C:44](=[O:47])[CH2:43][CH2:42]1)=[O:40])([CH3:37])([CH3:36])[CH3:35]. Product: [C:34]([O:38][C:39]([N:41]1[CH2:46][CH2:45][C:44]([OH:47])([C:11]2[N:12]([CH2:14][O:15][CH2:16][CH2:17][Si:18]([CH3:19])([CH3:20])[CH3:21])[CH:13]=[C:9]([C:5]3[CH:6]=[CH:7][CH:8]=[C:3]([C:2]([F:22])([F:1])[F:23])[CH:4]=3)[N:10]=2)[CH2:43][CH2:42]1)=[O:40])([CH3:37])([CH3:35])[CH3:36]. The catalyst class is: 2.